Regression. Given a peptide amino acid sequence and an MHC pseudo amino acid sequence, predict their binding affinity value. This is MHC class II binding data. From a dataset of Peptide-MHC class II binding affinity with 134,281 pairs from IEDB. (1) The peptide sequence is MEKNVTVTHAQDILEKT. The MHC is HLA-DPA10301-DPB10402 with pseudo-sequence HLA-DPA10301-DPB10402. The binding affinity (normalized) is 0.192. (2) The MHC is DRB1_0802 with pseudo-sequence DRB1_0802. The binding affinity (normalized) is 0.831. The peptide sequence is FLFQRAVAREAIIAL.